This data is from Catalyst prediction with 721,799 reactions and 888 catalyst types from USPTO. The task is: Predict which catalyst facilitates the given reaction. (1) Reactant: [H-].[Na+].[C:3]([NH:13][NH:14][C:15]([O:17][C:18]([CH3:21])([CH3:20])[CH3:19])=[O:16])([O:5][CH2:6][C:7]1[CH:12]=[CH:11][CH:10]=[CH:9][CH:8]=1)=[O:4].Cl[CH2:23][C:24]([CH2:26]Cl)=[CH2:25]. Product: [C:18]([O:17][C:15]([N:14]1[CH2:26][C:24](=[CH2:23])[CH2:25][N:13]1[C:3]([O:5][CH2:6][C:7]1[CH:12]=[CH:11][CH:10]=[CH:9][CH:8]=1)=[O:4])=[O:16])([CH3:21])([CH3:20])[CH3:19]. The catalyst class is: 3. (2) Reactant: [Br:1][C:2]1[CH:3]=[C:4]([C:11]([F:14])([F:13])[F:12])[C:5]([C:8](=[O:10])[CH3:9])=[N:6][CH:7]=1.[Br-:15].[Br-].[Br-].C1([N+](C)(C)C)C=CC=CC=1.C1([N+](C)(C)C)C=CC=CC=1.C1([N+](C)(C)C)C=CC=CC=1. Product: [Br:15][CH2:9][C:8]([C:5]1[C:4]([C:11]([F:14])([F:12])[F:13])=[CH:3][C:2]([Br:1])=[CH:7][N:6]=1)=[O:10]. The catalyst class is: 1. (3) Reactant: [CH3:1][N:2]1[C:6]2[CH:7]=[CH:8][C:9]([C:11](=[O:13])[CH3:12])=[CH:10][C:5]=2[N:4]=[CH:3]1.[Br:14]Br.O1CCOCC1. Product: [Br:14][CH2:12][C:11]([C:9]1[CH:8]=[CH:7][C:6]2[N:2]([CH3:1])[CH:3]=[N:4][C:5]=2[CH:10]=1)=[O:13].[BrH:14]. The catalyst class is: 201. (4) Reactant: [Br:1]N1C(=O)CCC1=O.[C:9]([C:13]1[CH:18]=[CH:17][C:16]([O:19][CH3:20])=[C:15]([CH3:21])[CH:14]=1)([CH3:12])([CH3:11])[CH3:10]. Product: [Br:1][CH2:21][C:15]1[CH:14]=[C:13]([C:9]([CH3:12])([CH3:11])[CH3:10])[CH:18]=[CH:17][C:16]=1[O:19][CH3:20]. The catalyst class is: 734. (5) Reactant: [Br:1][C:2]1[CH:7]=[C:6]([S:8]([CH3:11])(=[O:10])=[O:9])[CH:5]=[CH:4][C:3]=1[OH:12].[C:13]([O-])([O-])=O.[K+].[K+].CI.CCOC(C)=O. The catalyst class is: 18. Product: [Br:1][C:2]1[CH:7]=[C:6]([S:8]([CH3:11])(=[O:9])=[O:10])[CH:5]=[CH:4][C:3]=1[O:12][CH3:13]. (6) Reactant: [CH2:1]([N:4]=[C:5]=[O:6])[CH:2]=[CH2:3].[OH:7][C:8]1[NH:9][C:10]2[CH:16]=[CH:15][CH:14]=[CH:13][C:11]=2[N:12]=1. Product: [CH2:1]([NH:4][C:5]([N:9]1[C:10]2[CH:16]=[CH:15][CH:14]=[CH:13][C:11]=2[NH:12][C:8]1=[O:7])=[O:6])[CH:2]=[CH2:3]. The catalyst class is: 3. (7) Reactant: [CH2:1]([C:3]1[C:7]([C:8]#N)=[C:6]([C:10]2[CH:15]=[CH:14][C:13]([CH3:16])=[CH:12][C:11]=2[F:17])[S:5][N:4]=1)[CH3:2].N([O-])=[O:19].[Na+].[OH2:22]. Product: [CH2:1]([C:3]1[C:7]([C:8]([OH:19])=[O:22])=[C:6]([C:10]2[CH:15]=[CH:14][C:13]([CH3:16])=[CH:12][C:11]=2[F:17])[S:5][N:4]=1)[CH3:2]. The catalyst class is: 425.